Dataset: Catalyst prediction with 721,799 reactions and 888 catalyst types from USPTO. Task: Predict which catalyst facilitates the given reaction. (1) Reactant: [Cl:1][C:2]1[CH:3]=[C:4]([CH:9]2[O:15][CH2:14][CH2:13][N:12](C(OC(C)(C)C)=O)[CH2:11][CH:10]2[CH2:23][O:24][CH3:25])[CH:5]=[CH:6][C:7]=1[Cl:8].C(OCC)(=O)C.Cl. Product: [ClH:1].[Cl:1][C:2]1[CH:3]=[C:4]([CH:9]2[O:15][CH2:14][CH2:13][NH:12][CH2:11][CH:10]2[CH2:23][O:24][CH3:25])[CH:5]=[CH:6][C:7]=1[Cl:8]. The catalyst class is: 13. (2) Reactant: [OH:1][C@@H:2]([CH2:15][NH:16][C:17]1[CH:22]=[CH:21][C:20]([N:23]2[CH2:28][CH2:27][O:26][CH2:25][C:24]2=[O:29])=[CH:19][CH:18]=1)[CH2:3][N:4]1[C:12](=[O:13])[C:11]2[C:6](=[CH:7][CH:8]=[CH:9][CH:10]=2)[C:5]1=[O:14].[C:30](N1C=CN=C1)(N1C=CN=C1)=[O:31]. Product: [O:31]=[C:30]1[N:16]([C:17]2[CH:22]=[CH:21][C:20]([N:23]3[CH2:28][CH2:27][O:26][CH2:25][C:24]3=[O:29])=[CH:19][CH:18]=2)[CH2:15][C@H:2]([CH2:3][N:4]2[C:12](=[O:13])[C:11]3[C:6](=[CH:7][CH:8]=[CH:9][CH:10]=3)[C:5]2=[O:14])[O:1]1. The catalyst class is: 7. (3) Reactant: [Br:1][C:2]1[C:6]2=[N:7][CH:8]=[CH:9][CH:10]=[C:5]2[NH:4][N:3]=1.CCN(CC)CC.[CH3:18][C:19]([O:22][C:23](O[C:23]([O:22][C:19]([CH3:21])([CH3:20])[CH3:18])=[O:24])=[O:24])([CH3:21])[CH3:20].CCOC(C)=O.O. Product: [Br:1][C:2]1[C:6]2=[N:7][CH:8]=[CH:9][CH:10]=[C:5]2[N:4]([C:23]([O:22][C:19]([CH3:21])([CH3:20])[CH3:18])=[O:24])[N:3]=1. The catalyst class is: 241. (4) Reactant: [NH2:1][C:2]1[CH2:6][CH2:5][C:4]([CH3:8])([CH3:7])[C:3]=1[C:9]([O:11]CC)=O.C([O-])=O.[NH4+].[CH:18]([NH2:20])=O. Product: [CH3:7][C:4]1([CH3:8])[C:3]2[C:9](=[O:11])[NH:20][CH:18]=[N:1][C:2]=2[CH2:6][CH2:5]1. The catalyst class is: 6. (5) Reactant: [NH2:1][C:2]1[N:7]=[C:6]([N:8]2[CH2:29][CH2:28][C:11]3([CH2:15][N:14](C(OC(C)(C)C)=O)[C@H:13]([C:23]([O:25]CC)=[O:24])[CH2:12]3)[CH2:10][CH2:9]2)[CH:5]=[C:4]([O:30][C@H:31]([C:36]2[CH:41]=[C:40]([CH2:42][CH2:43][CH3:44])[CH:39]=[CH:38][C:37]=2[C:45]2[CH:50]=[CH:49][CH:48]=[C:47]([S:51]([CH3:54])(=[O:53])=[O:52])[CH:46]=2)[C:32]([F:35])([F:34])[F:33])[N:3]=1.C(O)(C(F)(F)F)=O. Product: [NH2:1][C:2]1[N:7]=[C:6]([N:8]2[CH2:9][CH2:10][C:11]3([CH2:15][NH:14][C@H:13]([C:23]([OH:25])=[O:24])[CH2:12]3)[CH2:28][CH2:29]2)[CH:5]=[C:4]([O:30][C@H:31]([C:36]2[CH:41]=[C:40]([CH2:42][CH2:43][CH3:44])[CH:39]=[CH:38][C:37]=2[C:45]2[CH:50]=[CH:49][CH:48]=[C:47]([S:51]([CH3:54])(=[O:53])=[O:52])[CH:46]=2)[C:32]([F:35])([F:33])[F:34])[N:3]=1. The catalyst class is: 2. (6) Reactant: [C:1]([S:5][C:6]1[C:14]2[C:9](=[CH:10][CH:11]=[C:12]([CH:15]([CH3:17])[CH3:16])[CH:13]=2)[N:8]([CH2:18][C:19]2[CH:24]=[CH:23][C:22]([Cl:25])=[CH:21][CH:20]=2)[C:7]=1[CH2:26][C:27]([CH3:32])([CH3:31])[C:28]([OH:30])=[O:29])([CH3:4])([CH3:3])[CH3:2].[N+:33]([O-:43])([O:35][CH2:36][CH2:37][CH2:38][CH2:39][CH2:40][CH2:41]Br)=[O:34].O. Product: [N+:33]([O:35][CH2:36][CH2:37][CH2:38][CH2:39][CH2:40][CH2:41][O:29][C:28](=[O:30])[C:27]([CH3:32])([CH3:31])[CH2:26][C:7]1[N:8]([CH2:18][C:19]2[CH:20]=[CH:21][C:22]([Cl:25])=[CH:23][CH:24]=2)[C:9]2[C:14]([C:6]=1[S:5][C:1]([CH3:2])([CH3:3])[CH3:4])=[CH:13][C:12]([CH:15]([CH3:17])[CH3:16])=[CH:11][CH:10]=2)([O-:43])=[O:34]. The catalyst class is: 3. (7) Reactant: [CH3:1][N:2]1[C:6]([OH:7])=[C:5]([C:8]2[C:13]([F:14])=[CH:12][C:11]([F:15])=[CH:10][C:9]=2[F:16])[C:4]([CH3:17])=[N:3]1.CN1[C:23](=O)[C:22]([C:25]2C(F)=CC(F)=CC=2F)=[C:21](C)N1.C(=O)([O-])[O-].[K+].[K+].BrCC(C)C. Product: [CH3:1][N:2]1[C:6]([O:7][CH2:21][CH:22]([CH3:25])[CH3:23])=[C:5]([C:8]2[C:13]([F:14])=[CH:12][C:11]([F:15])=[CH:10][C:9]=2[F:16])[C:4]([CH3:17])=[N:3]1. The catalyst class is: 9. (8) Product: [CH2:1]([N:3]([C:10](=[O:14])[C:11]([Cl:13])=[O:12])[C:4]1[CH:9]=[CH:8][CH:7]=[CH:6][CH:5]=1)[CH3:2]. Reactant: [CH2:1]([NH:3][C:4]1[CH:9]=[CH:8][CH:7]=[CH:6][CH:5]=1)[CH3:2].[C:10](Cl)(=[O:14])[C:11]([Cl:13])=[O:12]. The catalyst class is: 11. (9) Reactant: C(ON=O)(C)(C)C.[O:8]1[CH2:12][CH2:11][C:10]([C:13]2[C:19]([CH3:20])=[CH:18][CH:17]=[CH:16][C:14]=2N)=[N:9]1.[CH3:21][S:22]SC. Product: [CH3:20][C:19]1[CH:18]=[CH:17][CH:16]=[C:14]([S:22][CH3:21])[C:13]=1[C:10]1[CH2:11][CH2:12][O:8][N:9]=1. The catalyst class is: 536. (10) Reactant: [OH:1][C:2]1[CH:7]=[CH:6][C:5]([C:8](=[O:11])[CH2:9][CH3:10])=[CH:4][C:3]=1[CH3:12].C(=O)([O-])[O-].[K+].[K+].Br[C:20]([CH3:27])([CH3:26])[C:21]([O:23][CH2:24][CH3:25])=[O:22]. Product: [CH2:24]([O:23][C:21](=[O:22])[C:20]([CH3:27])([O:1][C:2]1[CH:7]=[CH:6][C:5]([C:8](=[O:11])[CH2:9][CH3:10])=[CH:4][C:3]=1[CH3:12])[CH3:26])[CH3:25]. The catalyst class is: 10.